This data is from CYP2D6 inhibition data for predicting drug metabolism from PubChem BioAssay. The task is: Regression/Classification. Given a drug SMILES string, predict its absorption, distribution, metabolism, or excretion properties. Task type varies by dataset: regression for continuous measurements (e.g., permeability, clearance, half-life) or binary classification for categorical outcomes (e.g., BBB penetration, CYP inhibition). Dataset: cyp2d6_veith. (1) The drug is CCCCc1ccc(-c2nc(NC(=O)C3C4CCC(O4)C3C(=O)O)sc2C)cc1. The result is 0 (non-inhibitor). (2) The drug is Cc1noc(C)c1-c1nccc(N(C)C)n1. The result is 0 (non-inhibitor). (3) The drug is COc1cccc(-c2nccc(NCc3cnc(C)cn3)n2)c1. The result is 0 (non-inhibitor). (4) The drug is CCCN(CCC)CCc1cccc2c1CC(=O)N2. The result is 1 (inhibitor). (5) The result is 1 (inhibitor). The compound is CCc1ccccc1NC(=O)C(C)n1nc([N+](=O)[O-])c(Br)c1C. (6) The drug is O=C(c1csnn1)N1CCC2(CC1)CN(c1ccccn1)C2. The result is 1 (inhibitor). (7) The molecule is CCCN1C(=O)/C(=C/c2ccc(C)o2)SC1=Nc1ccc(OC)cc1. The result is 0 (non-inhibitor). (8) The drug is Cc1ccc(C(=O)N/C(=C\c2ccc([N+](=O)[O-])cc2)C(=O)NCCc2ccccc2)cc1. The result is 0 (non-inhibitor). (9) The result is 0 (non-inhibitor). The drug is O=C(Nc1ccc(Cl)cc1)Nc1nc(-c2sccc2Br)cs1. (10) The drug is Clc1ccccc1C(Nc1ncccn1)Nc1ncccn1. The result is 0 (non-inhibitor).